This data is from Catalyst prediction with 721,799 reactions and 888 catalyst types from USPTO. The task is: Predict which catalyst facilitates the given reaction. (1) Reactant: [CH:1]1([C:6]2[C:14]3[C:9](=[CH:10][CH:11]=[CH:12][CH:13]=3)[N:8]([S:15]([C:18]3[CH:26]=[CH:25][C:21]([C:22]([OH:24])=O)=[CH:20][CH:19]=3)(=[O:17])=[O:16])[CH:7]=2)[CH2:5][CH2:4][CH2:3][CH2:2]1.C1CN([P+](O[N:44]2N=[N:51][C:46]3C=[CH:48][CH:49]=[CH:50][C:45]2=3)(N2CCCC2)N2CCCC2)CC1.F[P-](F)(F)(F)(F)F.N[C:61]1C=NC=CC=1.CCN(C(C)C)C(C)C. Product: [CH:1]1([C:6]2[C:14]3[C:9](=[CH:10][CH:11]=[CH:12][CH:13]=3)[N:8]([S:15]([C:18]3[CH:19]=[CH:20][C:21]([C:22]([NH:44][C:45]4[CH:46]=[N:51][CH:48]=[CH:49][CH:50]=4)=[O:24])=[C:25]([CH3:61])[CH:26]=3)(=[O:17])=[O:16])[CH:7]=2)[CH2:2][CH2:3][CH2:4][CH2:5]1. The catalyst class is: 2. (2) Reactant: [H-].[Na+].[CH2:3]([O:10][CH2:11][CH2:12][OH:13])[C:4]1[CH:9]=[CH:8][CH:7]=[CH:6][CH:5]=1.Cl[CH2:15][C:16]([OH:18])=[O:17]. Product: [CH2:3]([O:10][CH2:11][CH2:12][O:13][CH2:15][C:16]([OH:18])=[O:17])[C:4]1[CH:9]=[CH:8][CH:7]=[CH:6][CH:5]=1. The catalyst class is: 80. (3) Reactant: I[C:2]1[C:6]([CH:7]=[O:8])=[CH:5][N:4]([CH:9]2[CH2:14][CH2:13][CH2:12][CH2:11][O:10]2)[N:3]=1.[CH3:15][C:16]1([CH3:35])[CH2:20][C:19]2([CH2:25][CH2:24][C:23](B3OC(C)(C)C(C)(C)O3)=[CH:22][CH2:21]2)[O:18][CH2:17]1.C([O-])([O-])=O.[Cs+].[Cs+]. Product: [CH3:15][C:16]1([CH3:35])[CH2:20][C:19]2([CH2:25][CH2:24][C:23]([C:2]3[C:6]([CH:7]=[O:8])=[CH:5][N:4]([CH:9]4[CH2:14][CH2:13][CH2:12][CH2:11][O:10]4)[N:3]=3)=[CH:22][CH2:21]2)[O:18][CH2:17]1. The catalyst class is: 38. (4) Reactant: [NH2:1][C:2]1[C:3]2[CH:10]=[CH:9][N:8]([C@@H:11]3[O:26][C@H:25]([CH2:27][O:28]CC4C=CC(Cl)=CC=4Cl)[C@@H:14]([O:15]CC4C=CC(Cl)=CC=4Cl)[C@@:12]3([CH:38]=[CH2:39])[OH:13])[C:4]=2[N:5]=[CH:6][N:7]=1.B(Cl)(Cl)Cl. Product: [NH2:1][C:2]1[C:3]2[CH:10]=[CH:9][N:8]([C@@H:11]3[O:26][C@H:25]([CH2:27][OH:28])[C@@H:14]([OH:15])[C@@:12]3([CH:38]=[CH2:39])[OH:13])[C:4]=2[N:5]=[CH:6][N:7]=1. The catalyst class is: 4. (5) Reactant: [OH:1][CH2:2][CH:3]1[CH2:8][N:7]([C:9]([O:11][C:12]([CH3:15])([CH3:14])[CH3:13])=[O:10])[CH2:6][CH2:5][N:4]1C(OC(C)(C)C)=O.[OH-].[Na+]. Product: [OH:1][CH2:2][CH:3]1[NH:4][CH2:5][CH2:6][N:7]([C:9]([O:11][C:12]([CH3:15])([CH3:14])[CH3:13])=[O:10])[CH2:8]1. The catalyst class is: 8. (6) Reactant: [F:1][CH2:2][C@@H:3]1[CH2:7][C@@H:6]([OH:8])[CH2:5][N:4]1[C:9]([O:11][CH2:12][C:13]1[CH:18]=[CH:17][CH:16]=[CH:15][CH:14]=1)=[O:10].[CH3:19]I.[H-].[Na+]. Product: [F:1][CH2:2][C@@H:3]1[CH2:7][C@@H:6]([O:8][CH3:19])[CH2:5][N:4]1[C:9]([O:11][CH2:12][C:13]1[CH:18]=[CH:17][CH:16]=[CH:15][CH:14]=1)=[O:10]. The catalyst class is: 1. (7) The catalyst class is: 76. Reactant: [CH:1]([N:4]1[C:8]([C:9]2[N:18]=[C:17]3[N:11]([CH2:12][CH2:13][O:14][C:15]4[CH:22]=[CH:21][C:20]([S:23]([O-])(=[O:25])=[O:24])=[CH:19][C:16]=43)[CH:10]=2)=[N:7][CH:6]=[N:5]1)([CH3:3])[CH3:2].[Na+].C(Cl)(=O)C(Cl)=O.CN(C=O)C.[C:39]([N:43]1[CH2:48][CH2:47][NH:46][CH2:45][CH2:44]1)([CH3:42])([CH3:41])[CH3:40].CCN(CC)CC. Product: [C:39]([N:43]1[CH2:48][CH2:47][N:46]([S:23]([C:20]2[CH:21]=[CH:22][C:15]3[O:14][CH2:13][CH2:12][N:11]4[CH:10]=[C:9]([C:8]5[N:4]([CH:1]([CH3:3])[CH3:2])[N:5]=[CH:6][N:7]=5)[N:18]=[C:17]4[C:16]=3[CH:19]=2)(=[O:24])=[O:25])[CH2:45][CH2:44]1)([CH3:42])([CH3:41])[CH3:40]. (8) Reactant: [NH2:1][C:2]1[CH:7]=[CH:6][CH:5]=[CH:4][N:3]=1.Cl[CH2:9][C:10](=O)[CH2:11][C:12]([O:14][CH2:15][CH3:16])=[O:13].O. Product: [N:1]1[C:10]([CH2:11][C:12]([O:14][CH2:15][CH3:16])=[O:13])=[CH:9][N:3]2[CH:4]=[CH:5][CH:6]=[CH:7][C:2]=12. The catalyst class is: 16. (9) Reactant: [F:1][C:2]([F:39])([F:38])[C:3]1[CH:33]=[CH:32][C:31]([C:34]([F:37])([F:36])[F:35])=[CH:30][C:4]=1[CH2:5][N:6]1[CH2:11][CH2:10][CH2:9][C@@H:8]([CH:12]([CH2:17][CH2:18][CH3:19])[C:13]([O:15]C)=[O:14])[C@@H:7]1[C:20]1[CH:25]=[CH:24][C:23]([C:26]([F:29])([F:28])[F:27])=[CH:22][CH:21]=1.[Li+].[OH-].O1CCOCC1. Product: [F:39][C:2]([F:1])([F:38])[C:3]1[CH:33]=[CH:32][C:31]([C:34]([F:35])([F:37])[F:36])=[CH:30][C:4]=1[CH2:5][N:6]1[CH2:11][CH2:10][CH2:9][C@@H:8]([CH:12]([CH2:17][CH2:18][CH3:19])[C:13]([OH:15])=[O:14])[C@@H:7]1[C:20]1[CH:21]=[CH:22][C:23]([C:26]([F:27])([F:28])[F:29])=[CH:24][CH:25]=1. The catalyst class is: 20. (10) Reactant: [Br:1][C:2]1[CH:7]=[CH:6][C:5]([NH2:8])=[C:4](I)[CH:3]=1.[C:10]1(B2OC(C)(C)C(C)(C)O2)[CH2:15][CH2:14][CH2:13][CH2:12][CH:11]=1.C([O-])([O-])=O.[Na+].[Na+].CCOC(C)=O. Product: [Br:1][C:2]1[CH:7]=[CH:6][C:5]([NH2:8])=[C:4]([C:10]2[CH2:15][CH2:14][CH2:13][CH2:12][CH:11]=2)[CH:3]=1. The catalyst class is: 77.